This data is from Reaction yield outcomes from USPTO patents with 853,638 reactions. The task is: Predict the reaction yield, written as a fraction of the theoretical maximum amount of product (1.0 means a 100% yield; for example, 0.34 means a 34% yield). (1) The product is [N:11]1([C:6]2[C:5]([CH2:4][NH2:1])=[CH:10][CH:9]=[CH:8][N:7]=2)[CH2:12][CH2:13][O:14][CH2:15][CH2:16]1. The catalyst is CO.[Pd]. The yield is 0.780. The reactants are [N:1]([CH2:4][C:5]1[C:6]([N:11]2[CH2:16][CH2:15][O:14][CH2:13][CH2:12]2)=[N:7][CH:8]=[CH:9][CH:10]=1)=[N+]=[N-]. (2) The reactants are C(=O)([O-])[O-].[K+].[K+].[I-].[Na+].[CH3:9][CH:10]([CH3:26])[C:11]([NH:13][C:14]1[CH:19]=[CH:18][CH:17]=[C:16]([CH:20]2[CH2:25][CH2:24][NH:23][CH2:22][CH2:21]2)[CH:15]=1)=[O:12].Cl[CH2:28][CH2:29][C@H:30]([N:37]1[C:45](=[O:46])[C:44]2[C:39](=[CH:40][CH:41]=[CH:42][CH:43]=2)[C:38]1=[O:47])[C:31]1[CH:36]=[CH:35][CH:34]=[CH:33][CH:32]=1. The catalyst is CN(C=O)C.O. The product is [O:46]=[C:45]1[C:44]2[C:39](=[CH:40][CH:41]=[CH:42][CH:43]=2)[C:38](=[O:47])[N:37]1[C@H:30]([C:31]1[CH:32]=[CH:33][CH:34]=[CH:35][CH:36]=1)[CH2:29][CH2:28][N:23]1[CH2:24][CH2:25][CH:20]([C:16]2[CH:15]=[C:14]([NH:13][C:11](=[O:12])[CH:10]([CH3:26])[CH3:9])[CH:19]=[CH:18][CH:17]=2)[CH2:21][CH2:22]1. The yield is 0.770. (3) The reactants are [CH2:1]([O:8][C:9]1[C:14]([C:15]([O:17][CH2:18][C:19]2[CH:24]=[CH:23][CH:22]=[CH:21][CH:20]=2)=[O:16])=[C:13]([O:25][CH2:26][C:27]2[CH:32]=[CH:31][CH:30]=[CH:29][CH:28]=2)[N:12]=[C:11]([C:33]2[CH:41]=[C:40]3[C:36]([C:37]4[CH2:45][CH2:44][N:43](C(OC(C)(C)C)=O)[CH2:42][C:38]=4[NH:39]3)=[CH:35][CH:34]=2)[C:10]=1[CH2:53][CH3:54])[C:2]1[CH:7]=[CH:6][CH:5]=[CH:4][CH:3]=1.C(O)(C(F)(F)F)=O. The catalyst is C(Cl)Cl.[SiH](C(C)C)(C(C)C)C(C)C. The product is [CH2:26]([O:25][C:13]1[N:12]=[C:11]([C:33]2[CH:41]=[C:40]3[C:36]([C:37]4[CH2:45][CH2:44][NH:43][CH2:42][C:38]=4[NH:39]3)=[CH:35][CH:34]=2)[C:10]([CH2:53][CH3:54])=[C:9]([O:8][CH2:1][C:2]2[CH:3]=[CH:4][CH:5]=[CH:6][CH:7]=2)[C:14]=1[C:15]([O:17][CH2:18][C:19]1[CH:20]=[CH:21][CH:22]=[CH:23][CH:24]=1)=[O:16])[C:27]1[CH:32]=[CH:31][CH:30]=[CH:29][CH:28]=1. The yield is 0.990. (4) The reactants are [C:1]([O:5][C:6]([N:8]1[CH2:13][CH2:12][CH:11]([N:14]2[C:22](=[O:23])[C:21]3[C:20]([C:24](O)=[O:25])=[CH:19][CH:18]=[CH:17][C:16]=3[CH2:15]2)[CH2:10][CH2:9]1)=[O:7])([CH3:4])([CH3:3])[CH3:2].C[N:28](C)C=O.C(N(C(C)C)CC)(C)C. No catalyst specified. The product is [C:1]([O:5][C:6]([N:8]1[CH2:13][CH2:12][CH:11]([N:14]2[CH2:15][C:16]3[C:21](=[C:20]([C:24](=[O:25])[NH2:28])[CH:19]=[CH:18][CH:17]=3)[C:22]2=[O:23])[CH2:10][CH2:9]1)=[O:7])([CH3:3])([CH3:2])[CH3:4]. The yield is 0.740. (5) The reactants are [C:1]([C:4]1[C:12]2[O:11][C:10]([C:13]3[CH:33]=[CH:32][C:16]([CH2:17][NH:18][CH:19]4[CH2:24][CH2:23][N:22](C(OC(C)(C)C)=O)[CH2:21][CH2:20]4)=[CH:15][CH:14]=3)=[CH:9][C:8]=2[CH:7]=[C:6]([F:34])[CH:5]=1)(=[O:3])[NH2:2].FC(F)(F)C(O)=O. The catalyst is ClCCl. The product is [F:34][C:6]1[CH:5]=[C:4]([C:1]([NH2:2])=[O:3])[C:12]2[O:11][C:10]([C:13]3[CH:33]=[CH:32][C:16]([CH2:17][NH:18][CH:19]4[CH2:20][CH2:21][NH:22][CH2:23][CH2:24]4)=[CH:15][CH:14]=3)=[CH:9][C:8]=2[CH:7]=1. The yield is 0.510. (6) The catalyst is C(Cl)Cl. The reactants are [CH:1]1([CH:6]([N:10]2[CH:14]=[C:13]([C:15]3[C:16]4[CH:23]=[CH:22][N:21](COCC[Si](C)(C)C)[C:17]=4[N:18]=[CH:19][N:20]=3)[CH:12]=[N:11]2)[CH2:7][CH:8]=[CH2:9])[CH2:5][CH2:4][CH2:3][CH2:2]1.[C:32]([OH:38])([C:34]([F:37])([F:36])[F:35])=[O:33]. The yield is 0.800. The product is [F:35][C:34]([F:37])([F:36])[C:32]([OH:38])=[O:33].[CH:1]1([CH:6]([N:10]2[CH:14]=[C:13]([C:15]3[C:16]4[CH:23]=[CH:22][NH:21][C:17]=4[N:18]=[CH:19][N:20]=3)[CH:12]=[N:11]2)[CH2:7][CH:8]=[CH2:9])[CH2:5][CH2:4][CH2:3][CH2:2]1.